Dataset: Reaction yield outcomes from USPTO patents with 853,638 reactions. Task: Predict the reaction yield, written as a fraction of the theoretical maximum amount of product (1.0 means a 100% yield; for example, 0.34 means a 34% yield). The reactants are Br[C:2]1[CH:7]=[C:6]([C:8]2[C:9]([C:32]3[CH:37]=[CH:36][CH:35]=[CH:34][N:33]=3)=[N:10][N:11]([C:13]([C:26]3[CH:31]=[CH:30][CH:29]=[CH:28][CH:27]=3)([C:20]3[CH:25]=[CH:24][CH:23]=[CH:22][CH:21]=3)[C:14]3[CH:19]=[CH:18][CH:17]=[CH:16][CH:15]=3)[CH:12]=2)[CH:5]=[CH:4][N:3]=1.C([O-])([O-])=O.[Na+].[Na+].[OH:44][C:45]1[CH:50]=[CH:49][C:48](B(O)O)=[CH:47][CH:46]=1. The catalyst is C1(C)C=CC=CC=1.CCO. The product is [OH:44][C:45]1[CH:50]=[CH:49][C:48]([C:2]2[CH:7]=[C:6]([C:8]3[C:9]([C:32]4[CH:37]=[CH:36][CH:35]=[CH:34][N:33]=4)=[N:10][N:11]([C:13]([C:26]4[CH:31]=[CH:30][CH:29]=[CH:28][CH:27]=4)([C:20]4[CH:25]=[CH:24][CH:23]=[CH:22][CH:21]=4)[C:14]4[CH:19]=[CH:18][CH:17]=[CH:16][CH:15]=4)[CH:12]=3)[CH:5]=[CH:4][N:3]=2)=[CH:47][CH:46]=1. The yield is 0.884.